Task: Predict the product of the given reaction.. Dataset: Forward reaction prediction with 1.9M reactions from USPTO patents (1976-2016) Given the reactants [C:1]([Si:5]([CH3:8])([CH3:7])Cl)([CH3:4])([CH3:3])[CH3:2].[CH2:9]([O:11][C:12]1[CH:13]=[C:14]([CH2:22][OH:23])[CH:15]=[C:16]([O:19][CH2:20][CH3:21])[C:17]=1[I:18])[CH3:10].N1C=CN=C1.CN(C=O)C, predict the reaction product. The product is: [C:1]([Si:5]([O:23][CH2:22][C:14]1[CH:15]=[C:16]([O:19][CH2:20][CH3:21])[C:17]([I:18])=[C:12]([O:11][CH2:9][CH3:10])[CH:13]=1)([CH3:8])[CH3:7])([CH3:4])([CH3:3])[CH3:2].